From a dataset of Forward reaction prediction with 1.9M reactions from USPTO patents (1976-2016). Predict the product of the given reaction. (1) The product is: [CH3:20][C:21]1[CH:26]=[CH:25][CH:24]=[CH:23][C:22]=1[O:27][CH2:2][C:3]1[CH:7]=[C:6]([CH2:8][NH:9][C:10](=[O:19])[C:11]2[CH:16]=[CH:15][C:14]([O:17][CH3:18])=[CH:13][CH:12]=2)[O:5][N:4]=1. Given the reactants Cl[CH2:2][C:3]1[CH:7]=[C:6]([CH2:8][NH:9][C:10](=[O:19])[C:11]2[CH:16]=[CH:15][C:14]([O:17][CH3:18])=[CH:13][CH:12]=2)[O:5][N:4]=1.[CH3:20][C:21]1[CH:26]=[CH:25][CH:24]=[CH:23][C:22]=1[OH:27].C(=O)([O-])[O-].[K+].[K+].O, predict the reaction product. (2) Given the reactants P(Br)(Br)[Br:2].[F:5][C:6]([F:25])([F:24])[C:7]1[CH:8]=[C:9]([C:13]2[N:18]=[C:17]3[CH:19](O)[CH2:20][CH2:21][O:22][C:16]3=[CH:15][CH:14]=2)[CH:10]=[CH:11][CH:12]=1.C([O-])(O)=O.[Na+], predict the reaction product. The product is: [Br:2][CH:19]1[C:17]2=[N:18][C:13]([C:9]3[CH:10]=[CH:11][CH:12]=[C:7]([C:6]([F:25])([F:24])[F:5])[CH:8]=3)=[CH:14][CH:15]=[C:16]2[O:22][CH2:21][CH2:20]1. (3) Given the reactants [Cl-].[NH4+].[F:3][C:4]1([F:34])[O:8][C:7]2[CH:9]=[C:10]([N+:31]([O-])=O)[CH:11]=[C:12]([C@@:13]34[N:22]=[C:21]([NH:23][C:24](=[O:30])[O:25][C:26]([CH3:29])([CH3:28])[CH3:27])[S:20][CH2:19][C@@H:18]3[CH2:17][CH2:16][O:15][CH2:14]4)[C:6]=2[O:5]1, predict the reaction product. The product is: [NH2:31][C:10]1[CH:11]=[C:12]([C@@:13]23[N:22]=[C:21]([NH:23][C:24](=[O:30])[O:25][C:26]([CH3:28])([CH3:27])[CH3:29])[S:20][CH2:19][C@@H:18]2[CH2:17][CH2:16][O:15][CH2:14]3)[C:6]2[O:5][C:4]([F:3])([F:34])[O:8][C:7]=2[CH:9]=1. (4) Given the reactants [C:1]1([S:7]([N:10]2[C:14]3=[N:15][CH:16]=[C:17]([CH3:19])[CH:18]=[C:13]3[CH:12]=[C:11]2[C:20](OS(C2C=CC(C)=CC=2)(=O)=O)=[CH:21][CH:22]2[CH2:26][CH2:25][CH2:24][CH2:23]2)(=[O:9])=[O:8])[CH:6]=[CH:5][CH:4]=[CH:3][CH:2]=1.[CH3:38][S:39]([C:42]1[CH:47]=[CH:46][C:45](B(O)O)=[CH:44][CH:43]=1)(=[O:41])=[O:40].C(=O)([O-])[O-].[Na+].[Na+], predict the reaction product. The product is: [C:1]1([S:7]([N:10]2[C:14]3=[N:15][CH:16]=[C:17]([CH3:19])[CH:18]=[C:13]3[CH:12]=[C:11]2[C:20]([C:45]2[CH:46]=[CH:47][C:42]([S:39]([CH3:38])(=[O:41])=[O:40])=[CH:43][CH:44]=2)=[CH:21][CH:22]2[CH2:26][CH2:25][CH2:24][CH2:23]2)(=[O:8])=[O:9])[CH:2]=[CH:3][CH:4]=[CH:5][CH:6]=1. (5) Given the reactants [C:1]([O:5][C:6]([N:8]1[CH2:13][CH2:12][CH:11]([NH:14][C:15]2[CH:20]=[CH:19][C:18]([CH3:21])=[CH:17][C:16]=2[N+:22]([O-])=O)[CH2:10][CH2:9]1)=[O:7])([CH3:4])([CH3:3])[CH3:2], predict the reaction product. The product is: [C:1]([O:5][C:6]([N:8]1[CH2:13][CH2:12][CH:11]([NH:14][C:15]2[CH:20]=[CH:19][C:18]([CH3:21])=[CH:17][C:16]=2[NH2:22])[CH2:10][CH2:9]1)=[O:7])([CH3:4])([CH3:3])[CH3:2]. (6) Given the reactants [NH2:1][C:2]1[CH:3]=[CH:4][C:5]([C:9]2[CH:10]=[C:11]([CH:17]=[CH:18][CH:19]=2)[C:12]([O:14][CH2:15][CH3:16])=[O:13])=[N:6][C:7]=1Br.CCO[C:23]([S-:25])=[S:24].[K+].[C:27](O)(=O)C.IC, predict the reaction product. The product is: [CH3:27][S:25][C:23]1[S:24][C:7]2[C:2]([N:1]=1)=[CH:3][CH:4]=[C:5]([C:9]1[CH:10]=[C:11]([CH:17]=[CH:18][CH:19]=1)[C:12]([O:14][CH2:15][CH3:16])=[O:13])[N:6]=2.